Dataset: Full USPTO retrosynthesis dataset with 1.9M reactions from patents (1976-2016). Task: Predict the reactants needed to synthesize the given product. (1) The reactants are: [C:1]([O:5][C:6]([NH:8][CH2:9][C:10]1[CH:11]=[C:12]([CH:15]=[CH:16][CH:17]=1)CN)=[O:7])([CH3:4])([CH3:3])[CH3:2].ClC(OC1C=CC([N+]([O-])=O)=CC=1)=[O:20].[CH2:31]([N:33]([CH2:36]C)CC)C.[N:38]1([C:44]([O:46][CH2:47][C:48]2[CH:53]=[CH:52][CH:51]=[CH:50][CH:49]=2)=[O:45])[CH2:43][CH2:42][NH:41][CH2:40][CH2:39]1. Given the product [C:1]([O:5][C:6]([NH:8][CH2:9][C:10]1[CH:17]=[CH:16][C:15]([CH2:31][NH:33][C:36]([N:41]2[CH2:42][CH2:43][N:38]([C:44]([O:46][CH2:47][C:48]3[CH:53]=[CH:52][CH:51]=[CH:50][CH:49]=3)=[O:45])[CH2:39][CH2:40]2)=[O:20])=[CH:12][CH:11]=1)=[O:7])([CH3:2])([CH3:3])[CH3:4], predict the reactants needed to synthesize it. (2) Given the product [CH2:35]([O:42][C:43]1[CH:44]=[CH:45][C:46]([C@@H:54]([O:57][Si:58]([C:61]([CH3:64])([CH3:63])[CH3:62])([CH3:60])[CH3:59])[CH2:55][NH:83][CH2:82][C@@H:78]2[CH2:79][CH2:80][CH2:81][N:77]2[CH2:76][CH2:75][CH2:74][O:73][CH2:72][CH2:71][C:65]2[CH:66]=[CH:67][CH:68]=[CH:69][CH:70]=2)=[C:47]2[C:52]=1[NH:51][C:50](=[O:53])[CH:49]=[CH:48]2)[C:36]1[CH:41]=[CH:40][CH:39]=[CH:38][CH:37]=1, predict the reactants needed to synthesize it. The reactants are: OC1C=CC([C@@H](O)CN[C@H]2CC[C@H](NCCOCCC3C=CC=CC=3)CC2)=C2C=1NC(=O)C=C2.[CH2:35]([O:42][C:43]1[CH:44]=[CH:45][C:46]([C@@H:54]([O:57][Si:58]([C:61]([CH3:64])([CH3:63])[CH3:62])([CH3:60])[CH3:59])[CH2:55]Br)=[C:47]2[C:52]=1[NH:51][C:50](=[O:53])[CH:49]=[CH:48]2)[C:36]1[CH:41]=[CH:40][CH:39]=[CH:38][CH:37]=1.[C:65]1([CH2:71][CH2:72][O:73][CH2:74][CH2:75][CH2:76][N:77]2[CH2:81][CH2:80][CH2:79][C@H:78]2[CH2:82][NH2:83])[CH:70]=[CH:69][CH:68]=[CH:67][CH:66]=1.